From a dataset of Retrosynthesis with 50K atom-mapped reactions and 10 reaction types from USPTO. Predict the reactants needed to synthesize the given product. (1) Given the product CC1(C)OC(=O)Nc2ccc(-c3coc(C#N)c3)cc21, predict the reactants needed to synthesize it. The reactants are: CC1(C)OC(=O)Nc2ccc(B(O)O)cc21.N#Cc1cc(Br)co1. (2) Given the product O=C(O)c1cn(-c2nc(NC3CCCC3)c3ncn(C4O[C@H](CO)[C@@H](O)[C@H]4O)c3n2)nn1, predict the reactants needed to synthesize it. The reactants are: CCOC(=O)c1cn(-c2nc(NC3CCCC3)c3ncn(C4O[C@H](CO)[C@@H](O)[C@H]4O)c3n2)nn1. (3) Given the product COC1=C(OC)C(=O)C(Cc2ccc(OC(C)=O)c(C(=O)NC3CCCCC3)c2)=C(C)C1=O, predict the reactants needed to synthesize it. The reactants are: COC1=C(OC)C(=O)C(Cc2ccc(OC(C)=O)c(C(=O)O)c2)=C(C)C1=O.NC1CCCCC1. (4) Given the product C=C1CCc2c(N3CCN(C)CC3)c(F)cc3c(=O)c(C(=O)O)cn1c23, predict the reactants needed to synthesize it. The reactants are: C=C1CCc2c(F)c(F)cc3c(=O)c(C(=O)O)cn1c23.CN1CCNCC1. (5) Given the product CC(C)(C)OC(=O)N1CCC(CCS(=O)(=O)c2ccc(OCC#N)cc2)CC1, predict the reactants needed to synthesize it. The reactants are: CC(C)(C)OC(=O)N1CCC(CCS(=O)(=O)c2ccc(O)cc2)CC1.N#CCBr.